Dataset: Buchwald-Hartwig C-N cross coupling reaction yields with 55,370 reactions. Task: Predict the reaction yield, written as a fraction of the theoretical maximum amount of product (1.0 means a 100% yield; for example, 0.34 means a 34% yield). (1) The reactants are FC(F)(F)c1ccc(Cl)cc1.Cc1ccc(N)cc1.O=S(=O)(O[Pd]1c2ccccc2-c2ccccc2N~1)C(F)(F)F.CC(C)c1cc(C(C)C)c(-c2ccccc2P(C(C)(C)C)C(C)(C)C)c(C(C)C)c1.CN1CCCN2CCCN=C12.CCOC(=O)c1cc(C)on1. No catalyst specified. The product is Cc1ccc(Nc2ccc(C(F)(F)F)cc2)cc1. The yield is 0.423. (2) The reactants are Clc1cccnc1.Cc1ccc(N)cc1.O=S(=O)(O[Pd]1c2ccccc2-c2ccccc2N~1)C(F)(F)F.COc1ccc(OC)c(P([C@]23C[C@H]4C[C@H](C[C@H](C4)C2)C3)[C@]23C[C@H]4C[C@H](C[C@H](C4)C2)C3)c1-c1c(C(C)C)cc(C(C)C)cc1C(C)C.CN(C)C(=NC(C)(C)C)N(C)C.c1ccc(CN(Cc2ccccc2)c2ccno2)cc1. No catalyst specified. The product is Cc1ccc(Nc2cccnc2)cc1. The yield is 0.0204. (3) The reactants are Brc1cccnc1.Cc1ccc(N)cc1.O=S(=O)(O[Pd]1c2ccccc2-c2ccccc2N~1)C(F)(F)F.CC(C)c1cc(C(C)C)c(-c2ccccc2P(C2CCCCC2)C2CCCCC2)c(C(C)C)c1.CN1CCCN2CCCN=C12.CCOC(=O)c1cc(OC)no1. The product is Cc1ccc(Nc2cccnc2)cc1. No catalyst specified. The yield is 0.212. (4) The reactants are Ic1cccnc1.Cc1ccc(N)cc1.O=S(=O)(O[Pd]1c2ccccc2-c2ccccc2N~1)C(F)(F)F.CC(C)c1cc(C(C)C)c(-c2ccccc2P(C2CCCCC2)C2CCCCC2)c(C(C)C)c1.CN(C)C(=NC(C)(C)C)N(C)C.CCOC(=O)c1ccon1. No catalyst specified. The product is Cc1ccc(Nc2cccnc2)cc1. The yield is 0.384. (5) The reactants are Brc1ccccn1.Cc1ccc(N)cc1.O=S(=O)(O[Pd]1c2ccccc2-c2ccccc2N~1)C(F)(F)F.CC(C)c1cc(C(C)C)c(-c2ccccc2P(C2CCCCC2)C2CCCCC2)c(C(C)C)c1.CCN=P(N=P(N(C)C)(N(C)C)N(C)C)(N(C)C)N(C)C.c1ccc2oncc2c1. No catalyst specified. The product is Cc1ccc(Nc2ccccn2)cc1. The yield is 0.240. (6) The reactants are COc1ccc(Cl)cc1.Cc1ccc(N)cc1.O=S(=O)(O[Pd]1c2ccccc2-c2ccccc2N~1)C(F)(F)F.CC(C)c1cc(C(C)C)c(-c2ccccc2P(C2CCCCC2)C2CCCCC2)c(C(C)C)c1.CCN=P(N=P(N(C)C)(N(C)C)N(C)C)(N(C)C)N(C)C.CCOC(=O)c1ccon1. No catalyst specified. The product is COc1ccc(Nc2ccc(C)cc2)cc1. The yield is 0. (7) The reactants are FC(F)(F)c1ccc(Br)cc1.Cc1ccc(N)cc1.O=S(=O)(O[Pd]1c2ccccc2-c2ccccc2N~1)C(F)(F)F.COc1ccc(OC)c(P([C@]23C[C@H]4C[C@H](C[C@H](C4)C2)C3)[C@]23C[C@H]4C[C@H](C[C@H](C4)C2)C3)c1-c1c(C(C)C)cc(C(C)C)cc1C(C)C.CN(C)C(=NC(C)(C)C)N(C)C.c1ccc(-c2ccno2)cc1. No catalyst specified. The product is Cc1ccc(Nc2ccc(C(F)(F)F)cc2)cc1. The yield is 0.225. (8) The reactants are Ic1cccnc1.Cc1ccc(N)cc1.O=S(=O)(O[Pd]1c2ccccc2-c2ccccc2N~1)C(F)(F)F.COc1ccc(OC)c(P(C(C)(C)C)C(C)(C)C)c1-c1c(C(C)C)cc(C(C)C)cc1C(C)C.CN1CCCN2CCCN=C12.Fc1cccc(F)c1-c1ccno1. No catalyst specified. The product is Cc1ccc(Nc2cccnc2)cc1. The yield is 0.830.